Dataset: Forward reaction prediction with 1.9M reactions from USPTO patents (1976-2016). Task: Predict the product of the given reaction. (1) The product is: [CH:24]1([CH2:23][C:20]2[N:17]3[CH:18]=[CH:19][C:14]([CH:11]4[CH2:10][CH2:9][NH:8][CH2:13][CH2:12]4)=[C:15]([CH3:27])[C:16]3=[N:22][N:21]=2)[CH2:25][CH2:26]1. Given the reactants C(OC([N:8]1[CH2:13][CH2:12][CH:11]([C:14]2[CH:19]=[CH:18][N:17]3[C:20]([CH2:23][CH:24]4[CH2:26][CH2:25]4)=[N:21][N:22]=[C:16]3[C:15]=2[CH3:27])[CH2:10][CH2:9]1)=O)(C)(C)C.FC(F)(F)C(O)=O, predict the reaction product. (2) Given the reactants C(Cl)(=O)C(Cl)=O.[CH3:7][N:8](C)[CH:9]=[O:10].[F:12][C:13]1[CH:21]=[CH:20][C:16](C(O)=O)=[CH:15][C:14]=1[N+:22]([O-:24])=[O:23].CN, predict the reaction product. The product is: [F:12][C:13]1[CH:21]=[CH:20][C:16]([C:9]([NH:8][CH3:7])=[O:10])=[CH:15][C:14]=1[N+:22]([O-:24])=[O:23].